This data is from Full USPTO retrosynthesis dataset with 1.9M reactions from patents (1976-2016). The task is: Predict the reactants needed to synthesize the given product. (1) Given the product [NH2:15][C:11]1[CH:10]=[C:9]2[C:14]([CH:5]([CH2:1][CH2:2][CH2:3][CH3:4])[O:6][C:7]2=[O:8])=[CH:13][CH:12]=1, predict the reactants needed to synthesize it. The reactants are: [CH2:1]([CH:5]1[C:14]2[C:9](=[CH:10][C:11]([N+:15]([O-])=O)=[CH:12][CH:13]=2)[C:7](=[O:8])[O:6]1)[CH2:2][CH2:3][CH3:4]. (2) Given the product [CH3:7][C:6]1[N:21]=[C:20]([NH:19][C:17]([NH:16][C:11]2[CH:12]=[CH:13][CH:14]=[CH:15][C:10]=2[CH3:23])=[NH:18])[NH:22][C:4](=[O:9])[CH:5]=1, predict the reactants needed to synthesize it. The reactants are: C(O[C:4](=[O:9])[CH2:5][C:6](=O)[CH3:7])C.[C:10]1([CH3:23])[CH:15]=[CH:14][CH:13]=[CH:12][C:11]=1[NH:16][C:17]([NH:19][C:20]([NH2:22])=[NH:21])=[NH:18]. (3) Given the product [CH3:1][C@@:2]([OH:30])([C:26]([CH3:29])([CH3:28])[CH3:27])[C@@H:3]1[C@:8]2([O:24][CH3:25])[C@@H:9]3[O:23][C:18]4=[C:19]([OH:22])[CH:20]=[CH:21][C:16]5=[C:17]4[C@:10]43[CH2:11][CH2:12][N:13]([CH2:34][CH:31]3[CH2:33][CH2:32]3)[C@H:14]([CH2:15]5)[C@@:5]4([CH2:6][CH2:7]2)[CH2:4]1, predict the reactants needed to synthesize it. The reactants are: [CH3:1][C@@:2]([OH:30])([C:26]([CH3:29])([CH3:28])[CH3:27])[C@@H:3]1[C@@:8]2([O:24][CH3:25])[C@@H:9]3[O:23][C:18]4=[C:19]([OH:22])[CH:20]=[CH:21][C:16]5=[C:17]4[C@:10]43[CH2:11][CH2:12][NH:13][C@H:14]([CH2:15]5)[C@@:5]4([CH2:6][CH2:7]2)[CH2:4]1.[CH:31]1([CH2:34]Br)[CH2:33][CH2:32]1. (4) Given the product [Cl:1][C:2]1[CH:3]=[CH:4][C:5]([NH:8][C:9]2[CH:14]=[N:13][C:12]([CH2:15][O:16][CH3:24])=[C:11]([N:17]3[C:21]([CH3:22])=[CH:20][C:19]([CH3:23])=[N:18]3)[N:10]=2)=[CH:6][CH:7]=1, predict the reactants needed to synthesize it. The reactants are: [Cl:1][C:2]1[CH:7]=[CH:6][C:5]([NH:8][C:9]2[N:10]=[C:11]([N:17]3[C:21]([CH3:22])=[CH:20][C:19]([CH3:23])=[N:18]3)[C:12]([CH2:15][OH:16])=[N:13][CH:14]=2)=[CH:4][CH:3]=1.[CH2:24](N(CC)CC)C.CS(Cl)(=O)=O.C[O-].[Na+].